From a dataset of Full USPTO retrosynthesis dataset with 1.9M reactions from patents (1976-2016). Predict the reactants needed to synthesize the given product. (1) The reactants are: [NH:1]1[C:9]2[C:4](=[CH:5][C:6]([NH:10][C:11]3[C:12]4[C:19]5[CH2:20][CH2:21][CH:22](C(OCC)=O)[CH2:23][C:18]=5[S:17][C:13]=4[N:14]=[CH:15][N:16]=3)=[CH:7][CH:8]=2)[CH:3]=[N:2]1.O1C[CH2:32][CH2:31][CH2:30]1.C[Li].[OH2:36]. Given the product [NH:1]1[C:9]2[C:4](=[CH:5][C:6]([NH:10][C:11]3[C:12]4[C:19]5[CH2:20][CH2:21][CH:22]([C:31]([OH:36])([CH3:32])[CH3:30])[CH2:23][C:18]=5[S:17][C:13]=4[N:14]=[CH:15][N:16]=3)=[CH:7][CH:8]=2)[CH:3]=[N:2]1, predict the reactants needed to synthesize it. (2) Given the product [Cl:1][C:2]1[N:12]=[C:5]2[C:6](/[CH:10]=[CH:11]/[C:14]3[CH:19]=[CH:18][CH:17]=[CH:16][C:15]=3[N:20]([CH3:25])[S:21]([CH3:24])(=[O:23])=[O:22])=[CH:7][CH:8]=[CH:9][N:4]2[N:3]=1, predict the reactants needed to synthesize it. The reactants are: [Cl:1][C:2]1[N:12]=[C:5]2[C:6]([CH:10]=[CH2:11])=[CH:7][CH:8]=[CH:9][N:4]2[N:3]=1.Br[C:14]1[CH:19]=[CH:18][CH:17]=[CH:16][C:15]=1[N:20]([CH3:25])[S:21]([CH3:24])(=[O:23])=[O:22].C1(C)C=CC=CC=1P(C1C=CC=CC=1C)C1C=CC=CC=1C.C(N(CC)CC)C.